From a dataset of Forward reaction prediction with 1.9M reactions from USPTO patents (1976-2016). Predict the product of the given reaction. (1) Given the reactants [F:1][C:2]1[CH:7]=[CH:6][C:5]([C:8]([CH3:12])([CH3:11])[CH2:9][NH2:10])=[CH:4][CH:3]=1.[Cl:13][C:14]1[N:15]=[N:16][C:17](Cl)=[CH:18][C:19]=1[CH3:20].C([O-])([O-])=O.[K+].[K+], predict the reaction product. The product is: [Cl:13][C:14]1[N:15]=[N:16][C:17]([NH:10][CH2:9][C:8]([C:5]2[CH:4]=[CH:3][C:2]([F:1])=[CH:7][CH:6]=2)([CH3:12])[CH3:11])=[CH:18][C:19]=1[CH3:20]. (2) Given the reactants C(OC(=O)[NH:7][CH2:8][C:9](=[O:27])[N:10]1[CH2:14][CH2:13][CH:12]([N:15]2[CH2:20][CH2:19][CH:18]([C:21]3[CH:26]=[CH:25][CH:24]=[CH:23][CH:22]=3)[CH2:17][CH2:16]2)[CH2:11]1)(C)(C)C.C(O)(C(F)(F)F)=O.C1(C)C=CC=CC=1, predict the reaction product. The product is: [NH2:7][CH2:8][C:9]([N:10]1[CH2:14][CH2:13][CH:12]([N:15]2[CH2:16][CH2:17][CH:18]([C:21]3[CH:22]=[CH:23][CH:24]=[CH:25][CH:26]=3)[CH2:19][CH2:20]2)[CH2:11]1)=[O:27]. (3) Given the reactants [OH:1][C:2]1[CH:10]=[CH:9][C:8]([C:11]2[N:12]([C:22]([O:24][C:25]([CH3:28])([CH3:27])[CH3:26])=[O:23])[C:13]3[C:18]([CH:19]=2)=[CH:17][C:16]([CH:20]=[O:21])=[CH:15][CH:14]=3)=[C:7]2[C:3]=1[CH2:4][NH:5][C:6]2=[O:29].C1(P(C2C=CC=CC=2)C2C=CC=CC=2)C=CC=CC=1.O[CH2:50][CH2:51][CH2:52][NH:53][C:54](=[O:60])[O:55][C:56]([CH3:59])([CH3:58])[CH3:57].CCOC(/N=N/C(OCC)=O)=O.C1(C)C=CC=CC=1, predict the reaction product. The product is: [C:56]([O:55][C:54]([NH:53][CH2:52][CH2:51][CH2:50][O:1][C:2]1[CH:10]=[CH:9][C:8]([C:11]2[N:12]([C:22]([O:24][C:25]([CH3:26])([CH3:28])[CH3:27])=[O:23])[C:13]3[C:18]([CH:19]=2)=[CH:17][C:16]([CH:20]=[O:21])=[CH:15][CH:14]=3)=[C:7]2[C:3]=1[CH2:4][NH:5][C:6]2=[O:29])=[O:60])([CH3:59])([CH3:58])[CH3:57]. (4) Given the reactants [Cl:1][C:2]1[CH:3]=[C:4]([CH:18]=[CH:19][C:20]=1[CH:21]([CH3:37])[C:22]([C:28]1[CH:33]=[C:32]([CH3:34])[C:31](=[O:35])[N:30]([CH3:36])[CH:29]=1)([OH:27])[C:23]([F:26])([F:25])[F:24])[O:5][C:6]1[CH:13]=[CH:12][C:9]([CH:10]=[O:11])=[C:8]([C:14]([F:17])([F:16])[F:15])[CH:7]=1.Cl([O-])=[O:39].[Na+].Cl, predict the reaction product. The product is: [Cl:1][C:2]1[CH:3]=[C:4]([CH:18]=[CH:19][C:20]=1[CH:21]([CH3:37])[C:22]([C:28]1[CH:33]=[C:32]([CH3:34])[C:31](=[O:35])[N:30]([CH3:36])[CH:29]=1)([OH:27])[C:23]([F:25])([F:26])[F:24])[O:5][C:6]1[CH:13]=[CH:12][C:9]([C:10]([OH:39])=[O:11])=[C:8]([C:14]([F:17])([F:15])[F:16])[CH:7]=1. (5) Given the reactants C([O:8][C:9]1[CH:10]=[CH:11][C:12]2[C:13]3[N:21]([CH2:22][CH2:23][CH2:24][CH2:25][N:26]4[CH2:30][CH2:29][CH2:28][S:27]4(=[O:32])=[O:31])[C:20]([CH2:33][O:34][CH2:35][CH3:36])=[N:19][C:14]=3[CH:15]=[N:16][C:17]=2[CH:18]=1)C1C=CC=CC=1, predict the reaction product. The product is: [O:32]=[S:27]1(=[O:31])[CH2:28][CH2:29][CH2:30][N:26]1[CH2:25][CH2:24][CH2:23][CH2:22][N:21]1[C:13]2[C:12]3[CH:11]=[CH:10][C:9]([OH:8])=[CH:18][C:17]=3[N:16]=[CH:15][C:14]=2[N:19]=[C:20]1[CH2:33][O:34][CH2:35][CH3:36].